Dataset: Full USPTO retrosynthesis dataset with 1.9M reactions from patents (1976-2016). Task: Predict the reactants needed to synthesize the given product. (1) Given the product [Cl:1][C:2]1[CH:3]=[C:4]([C:8]2[N:13]=[C:12]([NH:14][C:15]3[CH:20]=[CH:19][C:18]([CH2:21][C:22]([O:24][CH2:25][CH3:26])=[O:23])=[CH:17][CH:16]=3)[CH:11]=[C:10]([CH2:31][CH3:32])[N:9]=2)[CH:5]=[CH:6][CH:7]=1, predict the reactants needed to synthesize it. The reactants are: [Cl:1][C:2]1[CH:3]=[C:4]([C:8]2[N:13]=[C:12]([NH:14][C:15]3[CH:20]=[CH:19][C:18]([CH:21](C(F)(F)F)[C:22]([O:24][CH2:25][CH3:26])=[O:23])=[CH:17][CH:16]=3)[CH:11]=[C:10]([CH2:31][CH3:32])[N:9]=2)[CH:5]=[CH:6][CH:7]=1.O[Li].O. (2) Given the product [Cl:73][C:70]1[CH:69]=[CH:68][C:67]([CH:41]([C:38]2[CH:39]=[CH:40][C:35]([Cl:34])=[CH:36][CH:37]=2)[N:42]2[CH2:47][CH2:46][CH:45]([CH2:48][O:49][C:50]3[C:62]([CH:63]4[CH2:65][CH2:64]4)=[CH:61][C:53]([C:54]([OH:56])=[O:55])=[C:52]([F:66])[CH:51]=3)[CH2:44][CH2:43]2)=[CH:72][CH:71]=1, predict the reactants needed to synthesize it. The reactants are: C(OC(C1C(F)=CC(OCC2(F)CCN(C(OC(C)(C)C)=O)CC2)=C(C2CC2)C=1)=O)(C)(C)C.[Cl:34][C:35]1[CH:40]=[CH:39][C:38]([CH:41]([C:67]2[CH:72]=[CH:71][C:70]([Cl:73])=[CH:69][CH:68]=2)[N:42]2[CH2:47][CH2:46][CH:45]([CH2:48][O:49][C:50]3[C:62]([CH:63]4[CH2:65][CH2:64]4)=[CH:61][C:53]([C:54]([O:56]C(C)(C)C)=[O:55])=[C:52]([F:66])[CH:51]=3)[CH2:44][CH2:43]2)=[CH:37][CH:36]=1. (3) Given the product [CH3:18][O:19][C:20]1[CH:28]=[CH:27][CH:26]=[CH:25][C:21]=1[CH2:22][N:23]([CH3:24])[C:15](=[O:17])[CH2:14][CH2:13][CH2:12][S:11][C:2]1[CH:3]=[CH:4][C:5]2[C:10](=[CH:9][CH:8]=[CH:7][CH:6]=2)[CH:1]=1, predict the reactants needed to synthesize it. The reactants are: [CH:1]1[C:10]2[C:5](=[CH:6][CH:7]=[CH:8][CH:9]=2)[CH:4]=[CH:3][C:2]=1[S:11][CH2:12][CH2:13][CH2:14][C:15]([OH:17])=O.[CH3:18][O:19][C:20]1[CH:28]=[CH:27][CH:26]=[CH:25][C:21]=1[CH2:22][NH:23][CH3:24]. (4) Given the product [O:1]1[C:5]2[CH:6]=[CH:7][C:8]([C:10]3([C:13]([NH:15][C:16]4[CH:17]=[CH:18][C:19]([CH3:31])=[C:20]([C:22]5[C:23](=[O:29])[NH:24][CH:25]=[C:26]([CH3:28])[CH:27]=5)[N:21]=4)=[O:14])[CH2:12][CH2:11]3)=[CH:9][C:4]=2[CH2:3][CH2:2]1, predict the reactants needed to synthesize it. The reactants are: [O:1]1[C:5]2[CH:6]=[CH:7][C:8]([C:10]3([C:13]([NH:15][C:16]4[N:21]=[C:20]([C:22]5[C:23]([O:29]C)=[N:24][CH:25]=[C:26]([CH3:28])[CH:27]=5)[C:19]([CH3:31])=[CH:18][CH:17]=4)=[O:14])[CH2:12][CH2:11]3)=[CH:9][C:4]=2[CH2:3][CH2:2]1.I[Si](C)(C)C. (5) Given the product [OH:34][C:35]1[CH:42]=[CH:41][CH:40]=[C:39]([O:14][CH2:13][CH:8]2[CH2:9][CH2:10][CH2:11][CH2:12][CH:7]2[C:1]2[CH:6]=[CH:5][CH:4]=[CH:3][CH:2]=2)[C:36]=1[CH:37]=[O:38], predict the reactants needed to synthesize it. The reactants are: [C:1]1([CH:7]2[CH2:12][CH2:11][CH2:10][CH2:9][CH:8]2[CH2:13][OH:14])[CH:6]=[CH:5][CH:4]=[CH:3][CH:2]=1.C1C=CC(P(C2C=CC=CC=2)C2C=CC=CC=2)=CC=1.[OH:34][C:35]1[CH:42]=[CH:41][CH:40]=[C:39](O)[C:36]=1[CH:37]=[O:38].CC(OC(/N=N/C(OC(C)C)=O)=O)C. (6) Given the product [Cl:1][C:2]1[CH:7]=[CH:6][C:5]([CH:8]([C:32]2[CH:37]=[CH:36][C:35]([Cl:38])=[CH:34][CH:33]=2)[C:9]2[CH:10]=[C:11]3[C:16](=[CH:17][CH:18]=2)[N:15]=[C:14]([O:39][CH3:41])[N:13]=[C:12]3[NH:20][CH2:21][C:22]2[CH:27]=[CH:26][C:25]([C:28]([F:31])([F:30])[F:29])=[CH:24][CH:23]=2)=[CH:4][CH:3]=1, predict the reactants needed to synthesize it. The reactants are: [Cl:1][C:2]1[CH:7]=[CH:6][C:5]([CH:8]([C:32]2[CH:37]=[CH:36][C:35]([Cl:38])=[CH:34][CH:33]=2)[C:9]2[CH:10]=[C:11]3[C:16](=[CH:17][CH:18]=2)[N:15]=[C:14](Cl)[N:13]=[C:12]3[NH:20][CH2:21][C:22]2[CH:27]=[CH:26][C:25]([C:28]([F:31])([F:30])[F:29])=[CH:24][CH:23]=2)=[CH:4][CH:3]=1.[O:39]([CH3:41])[Na].CO. (7) Given the product [Cl:1][C:2]1[CH:7]=[C:6]([CH:5]=[C:4]([Cl:9])[C:3]=1[NH:10][C:11]1[C:20]2[CH:21]=[CH:22][N:23]=[C:24]([O:25][CH3:26])[C:19]=2[C:18]2[C:13](=[CH:14][CH:15]=[N:16][CH:17]=2)[N:12]=1)[C:27]#[N:28], predict the reactants needed to synthesize it. The reactants are: [Cl:1][C:2]1[CH:7]=[C:6](I)[CH:5]=[C:4]([Cl:9])[C:3]=1[NH:10][C:11]1[C:20]2[CH:21]=[CH:22][N:23]=[C:24]([O:25][CH3:26])[C:19]=2[C:18]2[C:13](=[CH:14][CH:15]=[N:16][CH:17]=2)[N:12]=1.[CH3:27][N:28](C=O)C.